Regression. Given a peptide amino acid sequence and an MHC pseudo amino acid sequence, predict their binding affinity value. This is MHC class I binding data. From a dataset of Peptide-MHC class I binding affinity with 185,985 pairs from IEDB/IMGT. (1) The peptide sequence is GQFNRYAAM. The MHC is BoLA-HD6 with pseudo-sequence BoLA-HD6. The binding affinity (normalized) is 1.00. (2) The peptide sequence is YQSGLSIVM. The MHC is HLA-B37:01 with pseudo-sequence HLA-B37:01. The binding affinity (normalized) is 0.598. (3) The peptide sequence is HTKIDSMFL. The MHC is HLA-A02:01 with pseudo-sequence HLA-A02:01. The binding affinity (normalized) is 0. (4) The peptide sequence is GTEEIKSLY. The MHC is HLA-A26:01 with pseudo-sequence HLA-A26:01. The binding affinity (normalized) is 0.320. (5) The peptide sequence is RIARFHRPY. The MHC is HLA-A02:11 with pseudo-sequence HLA-A02:11. The binding affinity (normalized) is 0.0847. (6) The peptide sequence is AVFPRYHPR. The MHC is HLA-B48:01 with pseudo-sequence HLA-B48:01. The binding affinity (normalized) is 0.0847.